This data is from Catalyst prediction with 721,799 reactions and 888 catalyst types from USPTO. The task is: Predict which catalyst facilitates the given reaction. (1) Reactant: [CH3:1][O-:2].[Na+].[CH3:4][S:5][C:6]1[N:11]=[C:10](Cl)[C:9]([C:13]2[C:18]([F:19])=[CH:17][C:16]([F:20])=[CH:15][C:14]=2[F:21])=[C:8]([CH2:22][CH:23]([CH3:26])[CH2:24][CH3:25])[N:7]=1.[Cl-].[NH4+]. Product: [CH3:4][S:5][C:6]1[N:11]=[C:10]([O:2][CH3:1])[C:9]([C:13]2[C:18]([F:19])=[CH:17][C:16]([F:20])=[CH:15][C:14]=2[F:21])=[C:8]([CH2:22][CH:23]([CH3:26])[CH2:24][CH3:25])[N:7]=1. The catalyst class is: 5. (2) Reactant: [C-:1]#[N:2].[Na+].Br[CH2:5][C:6]1[CH:11]=[C:10]([F:12])[C:9]([C:13]2[N:18]=[C:17]([C:19]([O:21][CH3:22])=[O:20])[CH:16]=[CH:15][C:14]=2[F:23])=[C:8]([F:24])[CH:7]=1. Product: [C:1]([CH2:5][C:6]1[CH:11]=[C:10]([F:12])[C:9]([C:13]2[N:18]=[C:17]([C:19]([O:21][CH3:22])=[O:20])[CH:16]=[CH:15][C:14]=2[F:23])=[C:8]([F:24])[CH:7]=1)#[N:2]. The catalyst class is: 192. (3) Reactant: O.O[N:3]1C2C=CC=CC=2N=N1.Cl.CN(C)CCCN=C=NCC.[C:24]1([C:30]2([C:42]3[CH:47]=[CH:46][CH:45]=[CH:44][CH:43]=3)[CH2:38][C:37]3[NH:36][N:35]=[C:34]([C:39](O)=[O:40])[C:33]=3[CH:32]=[CH:31]2)[CH:29]=[CH:28][CH:27]=[CH:26][CH:25]=1.[OH-].[NH4+]. Product: [C:24]1([C:30]2([C:42]3[CH:47]=[CH:46][CH:45]=[CH:44][CH:43]=3)[CH2:38][C:37]3[NH:36][N:35]=[C:34]([C:39]([NH2:3])=[O:40])[C:33]=3[CH:32]=[CH:31]2)[CH:29]=[CH:28][CH:27]=[CH:26][CH:25]=1. The catalyst class is: 22. (4) Reactant: [CH2:1]([O:3][C:4]([C:6]1[C:7](=[O:25])[C:8]2[CH:13]=[N:12][C:11](S(C)(=O)=O)=[N:10][C:9]=2[N:18]([CH:20]2[CH2:24][CH2:23][CH2:22][CH2:21]2)[CH:19]=1)=[O:5])[CH3:2].[CH3:26][N:27]1[CH2:32][CH2:31][N:30]([C:33]2[CH:38]=[CH:37][C:36]([NH2:39])=[CH:35][CH:34]=2)[CH2:29][CH2:28]1. Product: [CH2:1]([O:3][C:4]([C:6]1[C:7](=[O:25])[C:8]2[CH:13]=[N:12][C:11]([NH:39][C:36]3[CH:35]=[CH:34][C:33]([N:30]4[CH2:29][CH2:28][N:27]([CH3:26])[CH2:32][CH2:31]4)=[CH:38][CH:37]=3)=[N:10][C:9]=2[N:18]([CH:20]2[CH2:24][CH2:23][CH2:22][CH2:21]2)[CH:19]=1)=[O:5])[CH3:2]. The catalyst class is: 41. (5) Reactant: [F:1][C:2]1[CH:7]=[CH:6][CH:5]=[CH:4][C:3]=1[NH:8][C:9](=[O:30])[NH:10][C:11]1[CH:16]=[CH:15][C:14]([CH2:17][C:18]([O:20]CC2C=CC=CC=2)=[O:19])=[CH:13][C:12]=1[O:28][CH3:29].[OH-].[Na+].Cl. Product: [F:1][C:2]1[CH:7]=[CH:6][CH:5]=[CH:4][C:3]=1[NH:8][C:9](=[O:30])[NH:10][C:11]1[CH:16]=[CH:15][C:14]([CH2:17][C:18]([OH:20])=[O:19])=[CH:13][C:12]=1[O:28][CH3:29]. The catalyst class is: 1. (6) Reactant: [NH2:1][C:2]1[CH:10]=[CH:9][C:5]([C:6]([OH:8])=[O:7])=[C:4]([Cl:11])[CH:3]=1.[N:12]([O-])=O.[Na+].[Sn](Cl)Cl. Product: [ClH:11].[Cl:11][C:4]1[CH:3]=[C:2]([NH:1][NH2:12])[CH:10]=[CH:9][C:5]=1[C:6]([OH:8])=[O:7]. The catalyst class is: 126. (7) Reactant: [Br:1][C:2]1[N:6]2[CH2:7][CH2:8][N:9]([C:11]([O:13][C:14]([CH3:17])([CH3:16])[CH3:15])=[O:12])[CH2:10][C:5]2=[C:4]([C:18]([N:20]2C=CN=C2)=[O:19])[C:3]=1[C:25]1[CH:30]=[CH:29][CH:28]=[C:27]([F:31])[CH:26]=1.N. Product: [C:18]([C:4]1[C:3]([C:25]2[CH:30]=[CH:29][CH:28]=[C:27]([F:31])[CH:26]=2)=[C:2]([Br:1])[N:6]2[CH2:7][CH2:8][N:9]([C:11]([O:13][C:14]([CH3:17])([CH3:16])[CH3:15])=[O:12])[CH2:10][C:5]=12)(=[O:19])[NH2:20]. The catalyst class is: 6. (8) Reactant: [F:1][C:2]1[CH:3]=[C:4]([C:25]2[CH:26]=[CH:27][C:28]([C:31]([O:33]C)=[O:32])=[N:29][CH:30]=2)[CH:5]=[CH:6][C:7]=1[O:8][CH2:9][CH:10]1[CH2:15][CH2:14][N:13]([CH2:16][C:17]2([C:21]([F:24])([F:23])[F:22])[CH2:20][CH2:19][CH2:18]2)[CH2:12][CH2:11]1.O[Li].O. Product: [F:1][C:2]1[CH:3]=[C:4]([C:25]2[CH:26]=[CH:27][C:28]([C:31]([OH:33])=[O:32])=[N:29][CH:30]=2)[CH:5]=[CH:6][C:7]=1[O:8][CH2:9][CH:10]1[CH2:15][CH2:14][N:13]([CH2:16][C:17]2([C:21]([F:24])([F:22])[F:23])[CH2:20][CH2:19][CH2:18]2)[CH2:12][CH2:11]1. The catalyst class is: 20. (9) Reactant: CCN(C(C)C)C(C)C.[Cl:10][C:11]1[CH:19]=[C:18]([Cl:20])[C:17]([F:21])=[CH:16][C:12]=1[C:13]([OH:15])=O.C1C=CC2N(O)N=NC=2C=1.CCN=C=NCCCN(C)C.Cl.[O:44]=[C:45]([N:62]1[CH2:67][CH2:66][NH:65][CH2:64][CH2:63]1)[CH2:46][NH:47][C:48]([C:50]1[CH:55]=[CH:54][C:53]([C:56]2[CH:61]=[CH:60][CH:59]=[CH:58][CH:57]=2)=[CH:52][CH:51]=1)=[O:49]. Product: [Cl:10][C:11]1[CH:19]=[C:18]([Cl:20])[C:17]([F:21])=[CH:16][C:12]=1[C:13]([N:65]1[CH2:64][CH2:63][N:62]([C:45](=[O:44])[CH2:46][NH:47][C:48]([C:50]2[CH:55]=[CH:54][C:53]([C:56]3[CH:61]=[CH:60][CH:59]=[CH:58][CH:57]=3)=[CH:52][CH:51]=2)=[O:49])[CH2:67][CH2:66]1)=[O:15]. The catalyst class is: 18.